From a dataset of Forward reaction prediction with 1.9M reactions from USPTO patents (1976-2016). Predict the product of the given reaction. (1) Given the reactants Br[C:2]1[CH:3]=[C:4]2[N:10]([O:11][C:12]3[CH:17]=[CH:16][CH:15]=[CH:14][CH:13]=3)[CH:9]=[CH:8][C:5]2=[N:6][CH:7]=1.C([O-])([O-])=O.[K+].[K+].[CH3:24][N:25]1[C:33]2[C:28](=[CH:29][C:30](B(O)O)=[CH:31][CH:32]=2)[CH:27]=[CH:26]1, predict the reaction product. The product is: [CH3:24][N:25]1[C:33]2[C:28](=[CH:29][C:30]([C:2]3[CH:3]=[C:4]4[N:10]([O:11][C:12]5[CH:17]=[CH:16][CH:15]=[CH:14][CH:13]=5)[CH:9]=[CH:8][C:5]4=[N:6][CH:7]=3)=[CH:31][CH:32]=2)[CH:27]=[CH:26]1. (2) Given the reactants Cl.[CH3:2][O:3][C:4]1[CH:9]=[C:8]([CH3:10])[NH:7][C:6](=[O:11])[C:5]=1[CH2:12][NH:13][C:14]([C:16]1[C:24]2[C:19](=[CH:20][CH:21]=[CH:22][CH:23]=2)[N:18]([CH:25]([CH:27]2[CH2:32][CH2:31][NH:30][CH2:29][CH2:28]2)[CH3:26])[C:17]=1[CH3:33])=[O:15].CN(C=O)C.C1COCC1.C(N(C(C)C)C(C)C)C.[C:53](Cl)(=[O:58])[O:54][CH:55]([CH3:57])[CH3:56].[Li+].[OH-], predict the reaction product. The product is: [CH3:2][O:3][C:4]1[CH:9]=[C:8]([CH3:10])[NH:7][C:6](=[O:11])[C:5]=1[CH2:12][NH:13][C:14]([C:16]1[C:24]2[C:19](=[CH:20][CH:21]=[CH:22][CH:23]=2)[N:18]([CH:25]([CH:27]2[CH2:28][CH2:29][N:30]([C:53]([O:54][CH:55]([CH3:57])[CH3:56])=[O:58])[CH2:31][CH2:32]2)[CH3:26])[C:17]=1[CH3:33])=[O:15].